This data is from Reaction yield outcomes from USPTO patents with 853,638 reactions. The task is: Predict the reaction yield, written as a fraction of the theoretical maximum amount of product (1.0 means a 100% yield; for example, 0.34 means a 34% yield). (1) The reactants are Cl.[F:2][C:3]([F:20])([F:19])[C:4]1[CH:5]=[C:6]([CH:16]=[CH:17][CH:18]=1)[CH2:7][O:8][N:9]=[C:10]1[CH2:15][CH2:14][NH:13][CH2:12][CH2:11]1.[C:21](Cl)([CH:23]=[CH2:24])=[O:22].N1C=CC=C[CH:27]=1. The catalyst is ClCCl. The product is [F:20][C:3]([F:2])([F:19])[C:4]1[CH:5]=[C:6]([CH:16]=[CH:17][CH:18]=1)[CH2:7][O:8][N:9]=[C:10]1[CH2:15][CH2:14][N:13]([C:21](=[O:22])[CH2:23][CH:24]=[CH2:27])[CH2:12][CH2:11]1. The yield is 0.420. (2) The reactants are [C:1]([O:5][C:6](=[O:19])[NH:7][C:8]1[C:17]2[C:12](=[CH:13][CH:14]=[C:15]([OH:18])[CH:16]=2)[CH:11]=[CH:10][CH:9]=1)([CH3:4])([CH3:3])[CH3:2].C(=O)([O-])[O-].[K+].[K+].[CH2:26](Br)[C:27]1[CH:32]=[CH:31][CH:30]=[CH:29][CH:28]=1. The catalyst is CN(C)C=O. The product is [C:1]([O:5][C:6](=[O:19])[NH:7][C:8]1[C:17]2[C:12](=[CH:13][CH:14]=[C:15]([O:18][CH2:26][C:27]3[CH:32]=[CH:31][CH:30]=[CH:29][CH:28]=3)[CH:16]=2)[CH:11]=[CH:10][CH:9]=1)([CH3:4])([CH3:2])[CH3:3]. The yield is 0.863.